This data is from Full USPTO retrosynthesis dataset with 1.9M reactions from patents (1976-2016). The task is: Predict the reactants needed to synthesize the given product. Given the product [Cl:7][C:8]1[CH:13]=[CH:12][C:11]([NH:14][C:15]([CH:17]2[CH2:22][C:21](=[CH2:1])[CH2:20][N:19]([C:24]([O:26][C:27]([CH3:30])([CH3:29])[CH3:28])=[O:25])[CH2:18]2)=[O:16])=[CH:10][CH:9]=1, predict the reactants needed to synthesize it. The reactants are: [CH3:1]C(C)([O-])C.[K+].[Cl:7][C:8]1[CH:13]=[CH:12][C:11]([NH:14][C:15]([CH:17]2[CH2:22][C:21](=O)[CH2:20][N:19]([C:24]([O:26][C:27]([CH3:30])([CH3:29])[CH3:28])=[O:25])[CH2:18]2)=[O:16])=[CH:10][CH:9]=1.O.